Predict the reactants needed to synthesize the given product. From a dataset of Full USPTO retrosynthesis dataset with 1.9M reactions from patents (1976-2016). (1) Given the product [Cl:37][C:34]1[CH:35]=[CH:36][C:12]2[N:11]3[C:7]([CH2:6][CH2:5][OH:4])=[N:8][N:9]=[C:10]3[CH:16]([CH2:17][C:18]([OH:20])=[O:19])[O:15][CH:14]([C:23]3[CH:28]=[CH:27][CH:26]=[C:25]([O:29][CH3:30])[C:24]=3[O:31][CH3:32])[C:13]=2[CH:33]=1, predict the reactants needed to synthesize it. The reactants are: C([O:4][CH2:5][CH2:6][C:7]1[N:11]2[C:12]3[CH:36]=[CH:35][C:34]([Cl:37])=[CH:33][C:13]=3[CH:14]([C:23]3[CH:28]=[CH:27][CH:26]=[C:25]([O:29][CH3:30])[C:24]=3[O:31][CH3:32])[O:15][CH:16]([CH2:17][C:18]([O:20]CC)=[O:19])[C:10]2=[N:9][N:8]=1)C=C.Cl.N1CCCC1. (2) Given the product [CH:11]1[C:2]([O:1][CH2:27][CH2:26][CH2:25][CH2:24][C:23]2[N:19]([CH:13]3[CH2:18][CH2:17][CH2:16][CH2:15][CH2:14]3)[N:20]=[N:21][N:22]=2)=[CH:3][C:4]2[CH2:5][CH2:6][C:7]([NH:8][C:9]=2[CH:10]=1)=[O:12], predict the reactants needed to synthesize it. The reactants are: [OH:1][C:2]1[CH:3]=[C:4]2[C:9](=[CH:10][CH:11]=1)[NH:8][C:7](=[O:12])[CH2:6][CH2:5]2.[CH:13]1([N:19]2[C:23]([CH2:24][CH2:25][CH2:26][CH2:27]Cl)=[N:22][N:21]=[N:20]2)[CH2:18][CH2:17][CH2:16][CH2:15][CH2:14]1.C(=O)([O-])[O-].[K+].[K+].[OH-].[Na+]. (3) Given the product [C:1]([C:3]1[CH:4]=[CH:5][C:6]2[N:12]([CH2:38][C:39]3[C:48]4[C:43](=[CH:44][CH:45]=[CH:46][CH:47]=4)[CH:42]=[CH:41][C:40]=3[O:49][CH3:50])[C:11](=[O:13])[C@@H:10]([NH:14][C:15](=[O:27])[C@@H:16]([N:18]([CH3:26])[C:19](=[O:25])[O:20][C:21]([CH3:24])([CH3:22])[CH3:23])[CH3:17])[C@H:9]([CH3:28])[N:8]([C:29](=[O:35])[CH2:30][S:31]([CH3:34])(=[O:32])=[O:33])[C:7]=2[CH:36]=1)#[N:2], predict the reactants needed to synthesize it. The reactants are: [C:1]([C:3]1[CH:4]=[CH:5][C:6]2[NH:12][C:11](=[O:13])[C@@H:10]([NH:14][C:15](=[O:27])[C@@H:16]([N:18]([CH3:26])[C:19](=[O:25])[O:20][C:21]([CH3:24])([CH3:23])[CH3:22])[CH3:17])[C@H:9]([CH3:28])[N:8]([C:29](=[O:35])[CH2:30][S:31]([CH3:34])(=[O:33])=[O:32])[C:7]=2[CH:36]=1)#[N:2].Cl[CH2:38][C:39]1[C:48]2[C:43](=[CH:44][CH:45]=[CH:46][CH:47]=2)[CH:42]=[CH:41][C:40]=1[O:49][CH3:50].C(=O)([O-])[O-].[Cs+].[Cs+].[I-].[Na+]. (4) Given the product [CH2:1]([O:8][C:9]([C:11]1[O:12][C:13](/[CH:16]=[C:17](\[CH3:19])/[CH2:18][CH2:31][C:21]([O:25][CH2:26][CH3:27])=[O:22])=[CH:14][CH:15]=1)=[O:10])[C:2]1[CH:7]=[CH:6][CH:5]=[CH:4][CH:3]=1, predict the reactants needed to synthesize it. The reactants are: [CH2:1]([O:8][C:9]([C:11]1[O:12][C:13]([CH:16](O)[C:17]([CH3:19])=[CH2:18])=[CH:14][CH:15]=1)=[O:10])[C:2]1[CH:7]=[CH:6][CH:5]=[CH:4][CH:3]=1.[CH:21](OCC)([O:25][CH2:26][CH3:27])[O:22]CC.[C:31](O)(=O)CC. (5) Given the product [CH2:4]([O:3][C:1](=[O:2])/[C:24](/[CH2:25][O:21][CH2:19][CH3:20])=[CH:23]\[O:9][CH3:10])[CH3:5], predict the reactants needed to synthesize it. The reactants are: [CH:1]([O:3][CH2:4][CH3:5])=[O:2].S(OC)([O:9][CH3:10])(=O)=O.[Cl-].C([NH+]([CH2:19][CH3:20])CC)C.[OH-:21].[Na+].[CH3:23][CH2:24][CH2:25]CCC.